Dataset: Full USPTO retrosynthesis dataset with 1.9M reactions from patents (1976-2016). Task: Predict the reactants needed to synthesize the given product. (1) Given the product [Br:27][C:28]1[CH:29]=[CH:30][C:31]2[O:35][C:34]3[C:36](=[O:37])[NH:38][C:40]([CH:41]([N:45]4[CH2:49][CH2:48][CH2:47][CH2:46]4)[CH:42]([CH3:44])[CH3:43])=[N:39][C:33]=3[C:32]=2[CH:51]=1, predict the reactants needed to synthesize it. The reactants are: BrC1C=CC2OC(C(N)=O)=C(NC(=O)C(Br)C(C)C)C=2C=1.N1CCCC1.[Br:27][C:28]1[CH:29]=[CH:30][C:31]2[O:35][C:34]([C:36]([NH2:38])=[O:37])=[C:33]([NH:39][C:40](=O)[CH:41]([N:45]3[CH2:49][CH2:48][CH2:47][CH2:46]3)[CH:42]([CH3:44])[CH3:43])[C:32]=2[CH:51]=1. (2) Given the product [CH:1]1([CH2:4][O:5][CH:6]2[CH2:11][CH2:10][CH:9]([C:12]([OH:14])=[O:13])[CH2:8][CH2:7]2)[CH2:2][CH2:3]1, predict the reactants needed to synthesize it. The reactants are: [CH:1]1([CH2:4][O:5][CH:6]2[CH2:11][CH2:10][CH:9]([C:12]([O:14]CC)=[O:13])[CH2:8][CH2:7]2)[CH2:3][CH2:2]1.CO.[OH-].[Na+].C1(CO[C@H]2CC[C@H](C(O)=O)CC2)CC1. (3) Given the product [N:1]1([C:7]2[N:8]=[C:9]3[N:17]([C:23]4[CH:28]=[CH:27][N:26]=[CH:25][CH:24]=4)[C@H:16]([C:18]([F:20])([F:21])[F:19])[CH2:15][CH2:14][N:10]3[C:11](=[O:13])[CH:12]=2)[CH2:6][CH2:5][O:4][CH2:3][CH2:2]1, predict the reactants needed to synthesize it. The reactants are: [N:1]1([C:7]2[N:8]=[C:9]3[NH:17][C@H:16]([C:18]([F:21])([F:20])[F:19])[CH2:15][CH2:14][N:10]3[C:11](=[O:13])[CH:12]=2)[CH2:6][CH2:5][O:4][CH2:3][CH2:2]1.I[C:23]1[CH:28]=[CH:27][N:26]=[CH:25][CH:24]=1.